From a dataset of Reaction yield outcomes from USPTO patents with 853,638 reactions. Predict the reaction yield, written as a fraction of the theoretical maximum amount of product (1.0 means a 100% yield; for example, 0.34 means a 34% yield). (1) The catalyst is C1COCC1.CCCCCC.CC(C)=O.O. The yield is 0.160. The product is [CH3:1][C:2]1[CH:10]=[CH:9][C:5]2[S:6][C:7]([S:16]([NH2:21])(=[O:18])=[O:17])=[CH:8][C:4]=2[CH:3]=1. The reactants are [CH3:1][C:2]1[CH:10]=[CH:9][C:5]2[S:6][CH:7]=[CH:8][C:4]=2[CH:3]=1.[Li]CCCC.[S:16](Cl)(Cl)(=[O:18])=[O:17].[NH4+:21].[OH-].Cl. (2) The reactants are C[O:2][C:3]([C:5]1[CH:13]=[C:12]2[C:8]([C:9]([C:14]([C:16]3[C:17]([C:22]4[CH:27]=[CH:26][C:25]([F:28])=[CH:24][CH:23]=4)=[N:18][O:19][C:20]=3[CH3:21])=[O:15])=[CH:10][NH:11]2)=[CH:7][CH:6]=1)=[O:4].O[Li].O. The catalyst is C1COCC1.O. The product is [F:28][C:25]1[CH:26]=[CH:27][C:22]([C:17]2[C:16]([C:14]([C:9]3[C:8]4[C:12](=[CH:13][C:5]([C:3]([OH:4])=[O:2])=[CH:6][CH:7]=4)[NH:11][CH:10]=3)=[O:15])=[C:20]([CH3:21])[O:19][N:18]=2)=[CH:23][CH:24]=1. The yield is 0.970. (3) The reactants are Br[C:2]1[CH:9]=[CH:8][CH:7]=[CH:6][C:3]=1[C:4]#[N:5].[Li]CCCC.[CH3:15][O:16][C:17]1[CH:26]=[C:25]2[C:20]([C:21](=[O:27])[CH2:22][CH2:23][O:24]2)=[CH:19][CH:18]=1.[NH4+].[Cl-]. The catalyst is C1COCC1. The product is [CH3:15][O:16][C:17]1[CH:26]=[C:25]2[O:24][CH2:23][CH2:22][C:21]3([C:2]4[C:3](=[CH:6][CH:7]=[CH:8][CH:9]=4)[C:4](=[NH:5])[O:27]3)[C:20]2=[CH:19][CH:18]=1. The yield is 0.640. (4) The reactants are [F:1][C:2]1[CH:7]=[CH:6][C:5]([C:8]2[CH2:12][C:11]([C:14]([F:17])([F:16])[F:15])(O)[O:10][N:9]=2)=[CH:4][CH:3]=1.C1(C2CC(O)(C(F)(F)F)ON=2)C=CC=CC=1. No catalyst specified. The product is [F:1][C:2]1[CH:3]=[CH:4][C:5]([C:8]2[CH:12]=[C:11]([C:14]([F:16])([F:15])[F:17])[O:10][N:9]=2)=[CH:6][CH:7]=1. The yield is 0.980. (5) The reactants are [H-].[Na+].[F:3][C:4]([F:8])([F:7])[CH2:5][OH:6].Br[C:10]1[N:15]=[CH:14][C:13]([Br:16])=[CH:12][N:11]=1. The catalyst is CN(C=O)C. The product is [Br:16][C:13]1[CH:12]=[N:11][C:10]([O:6][CH2:5][C:4]([F:8])([F:7])[F:3])=[N:15][CH:14]=1. The yield is 0.490. (6) The reactants are [F:1][C:2]1[CH:3]=[C:4]([N+:9]([O-:11])=[O:10])[CH:5]=[CH:6][C:7]=1F.[CH3:12][N:13]1[CH2:18][CH2:17][NH:16][CH2:15][CH2:14]1.C(=O)([O-])[O-].[K+].[K+]. The catalyst is CS(C)=O. The product is [F:1][C:2]1[CH:3]=[C:4]([N+:9]([O-:11])=[O:10])[CH:5]=[CH:6][C:7]=1[N:16]1[CH2:17][CH2:18][N:13]([CH3:12])[CH2:14][CH2:15]1. The yield is 0.680. (7) The reactants are [CH2:1]([C@H:8]([NH:38][C:39](=[O:45])[O:40][C:41]([CH3:44])([CH3:43])[CH3:42])[C@@H:9]([OH:37])[CH:10]([NH:25][S:26]([C:29]1[CH:34]=[CH:33][C:32]([O:35][CH3:36])=[CH:31][CH:30]=1)(=[O:28])=[O:27])[CH2:11][C:12]([CH3:24])([CH3:23])[CH2:13][CH2:14][O:15][Si](C(C)(C)C)(C)C)[C:2]1[CH:7]=[CH:6][CH:5]=[CH:4][CH:3]=1.[F-].C([N+](CCCC)(CCCC)CCCC)CCC. The catalyst is O1CCCC1. The product is [CH2:1]([C@H:8]([NH:38][C:39](=[O:45])[O:40][C:41]([CH3:44])([CH3:43])[CH3:42])[C@@H:9]([OH:37])[CH:10]([NH:25][S:26]([C:29]1[CH:34]=[CH:33][C:32]([O:35][CH3:36])=[CH:31][CH:30]=1)(=[O:28])=[O:27])[CH2:11][C:12]([CH3:24])([CH3:23])[CH2:13][CH2:14][OH:15])[C:2]1[CH:3]=[CH:4][CH:5]=[CH:6][CH:7]=1. The yield is 0.970. (8) The reactants are [Cl:1][C:2]1[N:7]=[C:6]([C:8]([C:10]2[CH:15]=[CH:14][CH:13]=[CH:12][CH:11]=2)=[O:9])[C:5]([CH:16]=[CH2:17])=[C:4]([NH:18][CH3:19])[N:3]=1.[CH2:20]([Mg]Br)[CH:21]=[CH2:22].CCOC(C)=O. The catalyst is C1COCC1. The product is [Cl:1][C:2]1[N:7]=[C:6]([C:8]([C:10]2[CH:15]=[CH:14][CH:13]=[CH:12][CH:11]=2)([OH:9])[CH2:22][CH:21]=[CH2:20])[C:5]([CH:16]=[CH2:17])=[C:4]([NH:18][CH3:19])[N:3]=1. The yield is 0.300. (9) The catalyst is ClCCl.CO. The reactants are [NH:1]([C:35]([CH3:37])=[O:36])[C@@H:2]([C:18]([N:20]1[CH2:34][CH2:33][CH2:32][C@@H:21]1[C:22]([O:24]CC1C=CC=CC=1)=[O:23])=[O:19])[CH2:3][CH2:4][CH2:5][CH2:6][NH:7][C:8]([O:10][CH2:11][C:12]1[CH:17]=[CH:16][CH:15]=[CH:14][CH:13]=1)=[O:9].[OH-].[Na+].C(OC(C)C)(C)C.Cl. The yield is 0.980. The product is [NH:1]([C:35]([CH3:37])=[O:36])[C@@H:2]([C:18]([N:20]1[CH2:34][CH2:33][CH2:32][C@@H:21]1[C:22]([OH:24])=[O:23])=[O:19])[CH2:3][CH2:4][CH2:5][CH2:6][NH:7][C:8]([O:10][CH2:11][C:12]1[CH:17]=[CH:16][CH:15]=[CH:14][CH:13]=1)=[O:9]. (10) The reactants are [OH-].[Li+].[CH3:3][C:4]1[N:9]=[CH:8][C:7]([NH:10][C:11]2[N:16]=[N:15][C:14]([C:17]3[CH:18]=[C:19]4[C:24](=[CH:25][CH:26]=3)[C:23](=[O:27])[C:22]([CH2:33][C:34]([O:36]CC)=[O:35])([CH2:28][C:29]([F:32])([F:31])[F:30])[CH2:21][CH2:20]4)=[CH:13][CH:12]=2)=[CH:6][CH:5]=1. The catalyst is C(O)C.O. The product is [CH3:3][C:4]1[N:9]=[CH:8][C:7]([NH:10][C:11]2[N:16]=[N:15][C:14]([C:17]3[CH:18]=[C:19]4[C:24](=[CH:25][CH:26]=3)[C:23](=[O:27])[C:22]([CH2:33][C:34]([OH:36])=[O:35])([CH2:28][C:29]([F:31])([F:32])[F:30])[CH2:21][CH2:20]4)=[CH:13][CH:12]=2)=[CH:6][CH:5]=1. The yield is 0.890.